This data is from Catalyst prediction with 721,799 reactions and 888 catalyst types from USPTO. The task is: Predict which catalyst facilitates the given reaction. (1) Reactant: [N:1]1([C:7]([O:9][C:10]([CH3:13])([CH3:12])[CH3:11])=[O:8])[CH2:6][CH2:5][NH:4][CH2:3][CH2:2]1.F[C:15]1[CH:20]=[CH:19][C:18]([N+:21]([O-:23])=[O:22])=[CH:17][C:16]=1[CH3:24].C(N(CC)C(C)C)(C)C. Product: [CH3:24][C:16]1[CH:17]=[C:18]([N+:21]([O-:23])=[O:22])[CH:19]=[CH:20][C:15]=1[N:4]1[CH2:5][CH2:6][N:1]([C:7]([O:9][C:10]([CH3:13])([CH3:12])[CH3:11])=[O:8])[CH2:2][CH2:3]1. The catalyst class is: 16. (2) Product: [NH:24]1[CH2:23][CH2:22][CH:21]([C:19]2[O:18][N:17]=[C:16]([CH2:15][N:9]([CH2:10][C:11]([F:14])([F:12])[F:13])[C:6]3[CH:7]=[CH:8][C:3]([C:1]#[N:2])=[C:4]([C:34]([F:37])([F:36])[F:35])[CH:5]=3)[N:20]=2)[CH2:26][CH2:25]1. Reactant: [C:1]([C:3]1[CH:8]=[CH:7][C:6]([N:9]([CH2:15][C:16]2[N:20]=[C:19]([CH:21]3[CH2:26][CH2:25][N:24](C(OC(C)(C)C)=O)[CH2:23][CH2:22]3)[O:18][N:17]=2)[CH2:10][C:11]([F:14])([F:13])[F:12])=[CH:5][C:4]=1[C:34]([F:37])([F:36])[F:35])#[N:2].C(O)(C(F)(F)F)=O. The catalyst class is: 2. (3) Reactant: NC(=NO)[C@](NC(=O)CN1C(=O)N(C[C@H](O)C(F)(F)F)C(C2C=CC(Cl)=CC=2)=N1)(C1C=CC=C(C(F)(F)F)C=1)C.N1C=CC=CC=1.ClC(OCC(C)C)=O.[NH2:55][C:56](=[N:93][O:94][C:95](OCC(C)C)=[O:96])[C@:57]([NH:69][C:70](=[O:92])[CH2:71][N:72]1[C:76](=[O:77])[N:75]([CH2:78][C@H:79]([OH:84])[C:80]([F:83])([F:82])[F:81])[C:74]([C:85]2[CH:90]=[CH:89][C:88]([Cl:91])=[CH:87][CH:86]=2)=[N:73]1)([C:59]1[CH:64]=[CH:63][CH:62]=[C:61]([C:65]([F:68])([F:67])[F:66])[CH:60]=1)[CH3:58].Cl. Product: [Cl:91][C:88]1[CH:87]=[CH:86][C:85]([C:74]2[N:75]([CH2:78][C@H:79]([OH:84])[C:80]([F:81])([F:83])[F:82])[C:76](=[O:77])[N:72]([CH2:71][C:70]([NH:69][C@@:57]([C:56]3[NH:55][C:95](=[O:96])[O:94][N:93]=3)([C:59]3[CH:64]=[CH:63][CH:62]=[C:61]([C:65]([F:68])([F:67])[F:66])[CH:60]=3)[CH3:58])=[O:92])[N:73]=2)=[CH:90][CH:89]=1. The catalyst class is: 18. (4) Reactant: [OH:1][C:2]1[CH:7]=[C:6]([S:8][C:9]2[CH:14]=[CH:13][CH:12]=[CH:11][CH:10]=2)[CH:5]=[CH:4][C:3]=1[C:15](=[O:17])[CH3:16].[C:18]([O:22][C:23](=[O:29])[N:24]([CH3:28])[CH2:25][CH:26]=O)([CH3:21])([CH3:20])[CH3:19].N1CCCC1. Product: [C:18]([O:22][C:23](=[O:29])[N:24]([CH3:28])[CH2:25][CH:26]1[CH2:16][C:15](=[O:17])[C:3]2[C:2](=[CH:7][C:6]([S:8][C:9]3[CH:14]=[CH:13][CH:12]=[CH:11][CH:10]=3)=[CH:5][CH:4]=2)[O:1]1)([CH3:20])([CH3:21])[CH3:19]. The catalyst class is: 11.